Predict the reaction yield, written as a fraction of the theoretical maximum amount of product (1.0 means a 100% yield; for example, 0.34 means a 34% yield). From a dataset of Reaction yield outcomes from USPTO patents with 853,638 reactions. (1) The reactants are Cl[C:2]1[CH:3]=[CH:4][C:5]2[O:14][CH2:13][CH2:12][C:11]3[CH:10]=[C:9]([C:15]4[N:16]([C:20]5[CH:25]=[CH:24][C:23]([F:26])=[CH:22][C:21]=5[F:27])[N:17]=[CH:18][N:19]=4)[S:8][C:7]=3[C:6]=2[N:28]=1.[NH:29]1[CH2:35][CH2:34][CH2:33][NH:32][CH2:31][CH2:30]1.CC(C1C=C(C(C)C)C(C2C=CC=CC=2P(C2CCCCC2)C2CCCCC2)=C(C(C)C)C=1)C.C(O[Na])(C)(C)C. The catalyst is C1C=CC(/C=C/C(/C=C/C2C=CC=CC=2)=O)=CC=1.C1C=CC(/C=C/C(/C=C/C2C=CC=CC=2)=O)=CC=1.C1C=CC(/C=C/C(/C=C/C2C=CC=CC=2)=O)=CC=1.[Pd].[Pd].O1CCOCC1. The product is [N:29]1([C:2]2[CH:3]=[CH:4][C:5]3[O:14][CH2:13][CH2:12][C:11]4[CH:10]=[C:9]([C:15]5[N:16]([C:20]6[CH:25]=[CH:24][C:23]([F:26])=[CH:22][C:21]=6[F:27])[N:17]=[CH:18][N:19]=5)[S:8][C:7]=4[C:6]=3[N:28]=2)[CH2:35][CH2:34][CH2:33][NH:32][CH2:31][CH2:30]1. The yield is 0.250. (2) The reactants are [F:1][C:2]1[CH:7]=[CH:6][C:5]([F:8])=[CH:4][C:3]=1[CH:9]([S:20]([C:23]1[CH:28]=[CH:27][C:26]([F:29])=[CH:25][CH:24]=1)(=[O:22])=[O:21])[C:10]1[C:11]([CH3:19])=[CH:12][C:13]([C:16]([OH:18])=O)=[N:14][CH:15]=1.Cl.[CH3:31][O:32][NH2:33].ON1C2C=CC=CC=2N=N1.Cl.C(N=C=NCCCN(C)C)C.CN1CCOCC1. The catalyst is C(Cl)Cl. The product is [F:1][C:2]1[CH:7]=[CH:6][C:5]([F:8])=[CH:4][C:3]=1[CH:9]([S:20]([C:23]1[CH:24]=[CH:25][C:26]([F:29])=[CH:27][CH:28]=1)(=[O:22])=[O:21])[C:10]1[C:11]([CH3:19])=[CH:12][C:13]([C:16]([NH:33][O:32][CH3:31])=[O:18])=[N:14][CH:15]=1. The yield is 0.640.